This data is from Forward reaction prediction with 1.9M reactions from USPTO patents (1976-2016). The task is: Predict the product of the given reaction. (1) Given the reactants [CH3:1][O:2][C:3]1[CH:8]=[CH:7][C:6]([O:9][CH3:10])=[CH:5][C:4]=1[C:11]1[C:12](=[O:23])[O:13][C:14]2[C:19]([C:20]=1[CH3:21])=[CH:18][CH:17]=[C:16]([OH:22])[CH:15]=2.[I-].C[N+]1C=CN([C:31]([N:33]2[CH2:38][CH2:37][O:36][CH2:35][CH2:34]2)=[O:32])C=1, predict the reaction product. The product is: [CH3:1][O:2][C:3]1[CH:8]=[CH:7][C:6]([O:9][CH3:10])=[CH:5][C:4]=1[C:11]1[C:12](=[O:23])[O:13][C:14]2[C:19]([C:20]=1[CH3:21])=[CH:18][CH:17]=[C:16]([O:22][C:31]([N:33]1[CH2:38][CH2:37][O:36][CH2:35][CH2:34]1)=[O:32])[CH:15]=2. (2) The product is: [C:24]([C:22]([NH:21][CH2:20][C:18]1[CH:17]=[CH:16][C:15]([Cl:28])=[C:14]([NH:13][C:11]2[NH:12][C:8]3[CH:7]=[C:6]([C:4]([OH:5])=[O:3])[C:30]([Cl:31])=[CH:29][C:9]=3[N:10]=2)[CH:19]=1)=[O:23])([CH3:27])([CH3:25])[CH3:26]. Given the reactants C([O:3][C:4]([C:6]1[C:30]([Cl:31])=[CH:29][C:9]2[N:10]=[C:11]([NH:13][C:14]3[CH:19]=[C:18]([CH2:20][NH:21][C:22]([C:24]([CH3:27])([CH3:26])[CH3:25])=[O:23])[CH:17]=[CH:16][C:15]=3[Cl:28])[NH:12][C:8]=2[CH:7]=1)=[O:5])C.[OH-].[Na+], predict the reaction product. (3) The product is: [Br:1][C:2]1[CH:3]=[C:4]([O:10][CH:12]([CH3:14])[CH3:13])[CH:5]=[C:6]([Br:9])[C:7]=1[CH3:8]. Given the reactants [Br:1][C:2]1[CH:3]=[C:4]([OH:10])[CH:5]=[C:6]([Br:9])[C:7]=1[CH3:8].I[CH:12]([CH3:14])[CH3:13].C(=O)([O-])[O-].[K+].[K+], predict the reaction product.